This data is from Peptide-MHC class I binding affinity with 185,985 pairs from IEDB/IMGT. The task is: Regression. Given a peptide amino acid sequence and an MHC pseudo amino acid sequence, predict their binding affinity value. This is MHC class I binding data. (1) The peptide sequence is GELRKAICL. The MHC is HLA-A30:01 with pseudo-sequence HLA-A30:01. The binding affinity (normalized) is 0.0847. (2) The peptide sequence is ALSTNHGHK. The MHC is HLA-A33:01 with pseudo-sequence HLA-A33:01. The binding affinity (normalized) is 0.00680.